This data is from Forward reaction prediction with 1.9M reactions from USPTO patents (1976-2016). The task is: Predict the product of the given reaction. (1) Given the reactants [CH2:1]([C:3]1[C:8](=[O:9])[NH:7][C:6]([CH3:10])=[C:5]([C:11]2[CH:16]=[CH:15][C:14]([C:17]([OH:19])=O)=[CH:13][N:12]=2)[CH:4]=1)[CH3:2].[CH2:20]([NH2:24])[CH2:21][CH2:22][CH3:23], predict the reaction product. The product is: [CH2:20]([NH:24][C:17]([C:14]1[CH:15]=[CH:16][C:11]([C:5]2[CH:4]=[C:3]([CH2:1][CH3:2])[C:8](=[O:9])[NH:7][C:6]=2[CH3:10])=[N:12][CH:13]=1)=[O:19])[CH2:21][CH2:22][CH3:23]. (2) Given the reactants [C:1]([CH2:4][C:5]1[CH:6]=[CH:7][C:8]([Cl:14])=[C:9]([CH:13]=1)[C:10](O)=[O:11])(O)=[O:2], predict the reaction product. The product is: [Cl:14][C:8]1[CH:7]=[CH:6][C:5]([CH2:4][CH2:1][OH:2])=[CH:13][C:9]=1[CH:10]=[O:11].